Dataset: Full USPTO retrosynthesis dataset with 1.9M reactions from patents (1976-2016). Task: Predict the reactants needed to synthesize the given product. (1) Given the product [CH3:1][C:2]1[N:3]([CH2:10][C:11]#[C:12][CH2:13][CH3:14])/[C:4](=[N:8]/[C:25]([C:15]23[CH2:16][CH:17]4[CH2:18][CH:19]([CH2:20][CH:21]([CH2:23]4)[CH2:22]2)[CH2:24]3)=[O:27])/[S:5][C:6]=1[CH3:7], predict the reactants needed to synthesize it. The reactants are: [CH3:1][C:2]1[N:3]=[C:4]([NH2:8])[S:5][C:6]=1[CH3:7].Br[CH2:10][C:11]#[C:12][CH2:13][CH3:14].[C:15]12([C:25]([OH:27])=O)[CH2:24][CH:19]3[CH2:20][CH:21]([CH2:23][CH:17]([CH2:18]3)[CH2:16]1)[CH2:22]2. (2) Given the product [S:13]1[CH:9]=[CH:10][C:11]2[CH:17]=[CH:16][CH:15]=[CH:14][C:12]1=2, predict the reactants needed to synthesize it. The reactants are: COC1C=CC([C:9]2[S:13][C:12]3[CH:14]=[CH:15][CH:16]=[C:17](OC)[C:11]=3[CH:10]=2)=CC=1.COC1C=C(C=C(OC)C=1OC)C(Cl)=O.[Al+3].[Cl-].[Cl-].[Cl-].O. (3) The reactants are: [Cl:1][C:2]1[CH:7]=[CH:6][CH:5]=[C:4]([F:8])[C:3]=1[CH2:9][O:10][C:11]1[CH:16]=[CH:15][C:14]2[C:17]3([CH2:32][O:33][C:13]=2[C:12]=1[F:34])[CH2:22][CH2:21][N:20]([CH2:23][CH2:24][C:25]([O:27]C(C)(C)C)=[O:26])[CH2:19][CH2:18]3.[OH-].[Na+].Cl. Given the product [Cl:1][C:2]1[CH:7]=[CH:6][CH:5]=[C:4]([F:8])[C:3]=1[CH2:9][O:10][C:11]1[CH:16]=[CH:15][C:14]2[C:17]3([CH2:32][O:33][C:13]=2[C:12]=1[F:34])[CH2:22][CH2:21][N:20]([CH2:23][CH2:24][C:25]([OH:27])=[O:26])[CH2:19][CH2:18]3, predict the reactants needed to synthesize it. (4) Given the product [CH3:16][C:13]1([CH2:14][OH:15])[NH:12][C:4]2([CH2:3][C:2]([CH3:11])([CH3:1])[NH:8][C:7]([CH3:10])([CH3:9])[CH2:6]2)[O:5][CH2:18]1, predict the reactants needed to synthesize it. The reactants are: [CH3:1][C:2]1([CH3:11])[NH:8][C:7]([CH3:10])([CH3:9])[CH2:6][C:4](=[O:5])[CH2:3]1.[NH2:12][C:13]([CH3:18])([CH2:16]O)[CH2:14][OH:15].O. (5) Given the product [F:1][C:2]1[CH:3]=[C:4]([C:9]2[C:10](=[O:23])[N:11]([CH3:22])[C:12]([NH:15][C:16]3[CH:21]=[CH:20][CH:19]=[CH:18][CH:17]=3)=[N:13][CH:14]=2)[CH:5]=[CH:6][C:7]=1[O:8][C:25]1[CH:30]=[CH:29][N:28]=[C:27]2[N:31]([CH2:35][C:36]3[CH:41]=[CH:40][C:39]([O:42][CH3:43])=[CH:38][CH:37]=3)[N:32]=[C:33]([I:34])[C:26]=12, predict the reactants needed to synthesize it. The reactants are: [F:1][C:2]1[CH:3]=[C:4]([C:9]2[C:10](=[O:23])[N:11]([CH3:22])[C:12]([NH:15][C:16]3[CH:21]=[CH:20][CH:19]=[CH:18][CH:17]=3)=[N:13][CH:14]=2)[CH:5]=[CH:6][C:7]=1[OH:8].Cl[C:25]1[CH:30]=[CH:29][N:28]=[C:27]2[N:31]([CH2:35][C:36]3[CH:41]=[CH:40][C:39]([O:42][CH3:43])=[CH:38][CH:37]=3)[N:32]=[C:33]([I:34])[C:26]=12. (6) Given the product [Br:12][C:9]1[CH:10]=[CH:11][C:6]([O:5][CH2:4][CH2:3][CH2:2][NH:23][CH3:22])=[CH:7][C:8]=1[CH2:13][CH3:14], predict the reactants needed to synthesize it. The reactants are: Br[CH2:2][CH2:3][CH2:4][O:5][C:6]1[CH:11]=[CH:10][C:9]([Br:12])=[C:8]([CH2:13][CH3:14])[CH:7]=1.C(=O)([O-])[O-].[K+].[K+].Cl.[CH3:22][NH2:23].